This data is from Reaction yield outcomes from USPTO patents with 853,638 reactions. The task is: Predict the reaction yield, written as a fraction of the theoretical maximum amount of product (1.0 means a 100% yield; for example, 0.34 means a 34% yield). (1) The reactants are [C:1]([O:5][C:6]([NH:8][CH2:9][C:10]1[CH:15]=[CH:14][C:13]([N:16]2[C:22]3[CH:23]=[CH:24][CH:25]=[CH:26][C:21]=3[N:20]([CH2:27][C:28]3[CH:33]=[CH:32][C:31]([NH:34][S:35]([CH3:38])(=[O:37])=[O:36])=[CH:30][CH:29]=3)[C:19](=[O:39])[CH:18]([CH2:40][C:41](O)=[O:42])[C:17]2=[O:44])=[CH:12][CH:11]=1)=[O:7])([CH3:4])([CH3:3])[CH3:2].[F:45][C:46]1[CH:53]=[CH:52][CH:51]=[CH:50][C:47]=1[CH2:48][NH2:49].P(C#N)(OCC)(OCC)=O.C(N(CC)CC)C. The catalyst is O.CN(C)C=O. The product is [F:45][C:46]1[CH:53]=[CH:52][CH:51]=[CH:50][C:47]=1[CH2:48][NH:49][C:41](=[O:42])[CH2:40][CH:18]1[C:17](=[O:44])[N:16]([C:13]2[CH:14]=[CH:15][C:10]([CH2:9][NH:8][C:6]([O:5][C:1]([CH3:4])([CH3:3])[CH3:2])=[O:7])=[CH:11][CH:12]=2)[C:22]2[CH:23]=[CH:24][CH:25]=[CH:26][C:21]=2[N:20]([CH2:27][C:28]2[CH:29]=[CH:30][C:31]([NH:34][S:35]([CH3:38])(=[O:37])=[O:36])=[CH:32][CH:33]=2)[C:19]1=[O:39]. The yield is 0.540. (2) The reactants are [CH2:1]([N:8]1[CH2:12][CH2:11][CH:10]([C:13]2[CH:18]=[CH:17][C:16]([N+:19]([O-])=O)=[C:15]([O:22][CH3:23])[CH:14]=2)[CH2:9]1)[C:2]1[CH:7]=[CH:6][CH:5]=[CH:4][CH:3]=1.[Sn](Cl)Cl. The catalyst is CO. The product is [CH2:1]([N:8]1[CH2:12][CH2:11][CH:10]([C:13]2[CH:18]=[CH:17][C:16]([NH2:19])=[C:15]([O:22][CH3:23])[CH:14]=2)[CH2:9]1)[C:2]1[CH:3]=[CH:4][CH:5]=[CH:6][CH:7]=1. The yield is 0.700. (3) The product is [OH:1][CH2:2][C@H:3]([NH:14][C:15]([C:17]1[C:26]2[C:21](=[CH:22][CH:23]=[CH:24][CH:25]=2)[CH:20]=[C:19]([C:29]#[C:28][C:30]2[CH:35]=[CH:34][CH:33]=[CH:32][C:31]=2[O:36][CH3:37])[CH:18]=1)=[O:16])[CH2:4][C:5]1[C:13]2[C:8](=[CH:9][CH:10]=[CH:11][CH:12]=2)[NH:7][CH:6]=1. The reactants are [OH:1][CH2:2][C@H:3]([NH:14][C:15]([C:17]1[C:26]2[C:21](=[CH:22][CH:23]=[CH:24][CH:25]=2)[CH:20]=[C:19](Br)[CH:18]=1)=[O:16])[CH2:4][C:5]1[C:13]2[C:8](=[CH:9][CH:10]=[CH:11][CH:12]=2)[NH:7][CH:6]=1.[C:28]([C:30]1[CH:35]=[CH:34][CH:33]=[CH:32][C:31]=1[O:36][CH3:37])#[CH:29]. The catalyst is C(NCC)C.[Cu]I. The yield is 0.120. (4) The reactants are [Cl:1][C:2]1[CH:3]=[CH:4][C:5]2[C:11](=[O:12])[CH2:10][CH2:9][C:8](=[O:13])[NH:7][C:6]=2[CH:14]=1.[CH2:15](Br)[C:16]1[CH:21]=[CH:20][CH:19]=[CH:18][CH:17]=1. No catalyst specified. The product is [CH2:15]([N:7]1[C:8](=[O:13])[CH2:9][CH2:10][C:11](=[O:12])[C:5]2[CH:4]=[CH:3][C:2]([Cl:1])=[CH:14][C:6]1=2)[C:16]1[CH:21]=[CH:20][CH:19]=[CH:18][CH:17]=1. The yield is 0.380. (5) The reactants are [NH2:1][C:2]1[C:7]([NH2:8])=[C:6]([N:9]([CH2:15][C:16]2[CH:21]=[CH:20][C:19]([CH2:22][P:23]([O:28][CH2:29][CH3:30])([O:25][CH2:26][CH3:27])=[O:24])=[CH:18][CH:17]=2)[C:10](=[O:14])OCC)[CH:5]=[C:4]([O:31][CH2:32][CH2:33][O:34][CH3:35])[N:3]=1. The catalyst is CC(O)=O. The product is [NH2:1][C:2]1[C:7]2[NH:8][C:10](=[O:14])[N:9]([CH2:15][C:16]3[CH:21]=[CH:20][C:19]([CH2:22][P:23](=[O:24])([O:28][CH2:29][CH3:30])[O:25][CH2:26][CH3:27])=[CH:18][CH:17]=3)[C:6]=2[CH:5]=[C:4]([O:31][CH2:32][CH2:33][O:34][CH3:35])[N:3]=1. The yield is 0.630.